This data is from Reaction yield outcomes from USPTO patents with 853,638 reactions. The task is: Predict the reaction yield, written as a fraction of the theoretical maximum amount of product (1.0 means a 100% yield; for example, 0.34 means a 34% yield). (1) The reactants are [Cl:1][C:2]1[CH:7]=[CH:6][C:5]([C@@H:8]2[CH2:13][CH2:12][N:11](C(OC(C)(C)C)=O)[CH2:10][C@H:9]2[C:21]([O:23][CH2:24][CH3:25])=[O:22])=[CH:4][CH:3]=1.FC(F)(F)C(O)=O. The catalyst is C(Cl)Cl. The product is [Cl:1][C:2]1[CH:7]=[CH:6][C:5]([C@@H:8]2[CH2:13][CH2:12][NH:11][CH2:10][C@H:9]2[C:21]([O:23][CH2:24][CH3:25])=[O:22])=[CH:4][CH:3]=1. The yield is 1.00. (2) The reactants are [CH2:1]([O:3][C:4](=[O:40])[CH2:5][CH2:6][CH2:7][O:8][C:9]1[CH:14]=[CH:13][CH:12]=[C:11]([CH2:15][CH2:16][CH2:17][CH2:18][CH2:19][CH2:20][O:21][C:22]2[CH:27]=[C:26]([S:28]([CH3:31])(=[O:30])=[O:29])[CH:25]=[C:24](I)[CH:23]=2)[C:10]=1[CH2:33][CH2:34][C:35]([O:37][CH2:38][CH3:39])=[O:36])[CH3:2].[C:41](=[O:44])([O-])[O-:42].[Na+].[Na+]. The catalyst is C(COC)OC.C(O)C.O.C(OCC)(=O)C.C1C=CC([P]([Pd]([P](C2C=CC=CC=2)(C2C=CC=CC=2)C2C=CC=CC=2)([P](C2C=CC=CC=2)(C2C=CC=CC=2)C2C=CC=CC=2)[P](C2C=CC=CC=2)(C2C=CC=CC=2)C2C=CC=CC=2)(C2C=CC=CC=2)C2C=CC=CC=2)=CC=1. The product is [CH2:1]([O:3][C:4](=[O:40])[CH2:5][CH2:6][CH2:7][O:8][C:9]1[CH:14]=[CH:13][CH:12]=[C:11]([CH2:15][CH2:16][CH2:17][CH2:18][CH2:19][CH2:20][O:21][C:22]2[CH:27]=[C:26]([S:28]([CH3:31])(=[O:30])=[O:29])[CH:25]=[C:24]([C:9]3[CH:14]=[CH:13][C:12]4[O:42][CH2:41][O:44][C:11]=4[CH:10]=3)[CH:23]=2)[C:10]=1[CH2:33][CH2:34][C:35]([O:37][CH2:38][CH3:39])=[O:36])[CH3:2]. The yield is 0.860. (3) The reactants are Cl.C(OC([N:9]1[CH2:14][CH2:13][CH:12]([C:15]2[N:20]=[CH:19][C:18]([C:21]([O:23][CH3:24])=[O:22])=[CH:17][N:16]=2)[CH2:11][CH2:10]1)=O)(C)(C)C. The catalyst is CO. The product is [NH:9]1[CH2:14][CH2:13][CH:12]([C:15]2[N:16]=[CH:17][C:18]([C:21]([O:23][CH3:24])=[O:22])=[CH:19][N:20]=2)[CH2:11][CH2:10]1. The yield is 0.890. (4) The reactants are Cl[C:2]1[N:7]=[C:6]([N:8]2[CH2:13][CH2:12][O:11][CH2:10][CH2:9]2)[CH:5]=[N:4][CH:3]=1.[CH3:14][C:15]1[N:20]=[CH:19][C:18]([NH2:21])=[CH:17][C:16]=1B1OC(C)(C)C(C)(C)O1.C(Cl)Cl.C(=O)([O-])[O-].[Na+].[Na+]. The catalyst is COCCOC.C1C=CC(P(C2C=CC=CC=2)[C-]2C=CC=C2)=CC=1.C1C=CC(P(C2C=CC=CC=2)[C-]2C=CC=C2)=CC=1.Cl[Pd]Cl.[Fe+2]. The product is [CH3:14][C:15]1[N:20]=[CH:19][C:18]([NH2:21])=[CH:17][C:16]=1[C:2]1[CH:3]=[N:4][CH:5]=[C:6]([N:8]2[CH2:13][CH2:12][O:11][CH2:10][CH2:9]2)[N:7]=1. The yield is 0.740. (5) The reactants are C([O:8][C:9]1[CH:14]=[C:13]([O:15]CC2C=CC=CC=2)[C:12]([Cl:23])=[CH:11][C:10]=1[C:24]1[O:28][N:27]=[C:26]([CH2:29][NH2:30])[C:25]=1[C:31]1[CH:36]=[CH:35][C:34]([F:37])=[CH:33][CH:32]=1)C1C=CC=CC=1.[C:38](OC(=O)C)(=[O:40])[CH3:39].C(N(CC)CC)C.B(Cl)(Cl)Cl. The catalyst is C(Cl)Cl. The product is [Cl:23][C:12]1[C:13]([OH:15])=[CH:14][C:9]([OH:8])=[C:10]([C:24]2[O:28][N:27]=[C:26]([CH2:29][NH:30][C:38](=[O:40])[CH3:39])[C:25]=2[C:31]2[CH:36]=[CH:35][C:34]([F:37])=[CH:33][CH:32]=2)[CH:11]=1. The yield is 0.140. (6) The reactants are [Cl:1][C:2]1[C:3]([C:11]([OH:13])=O)=[CH:4][C:5]2[O:9][CH2:8][O:7][C:6]=2[CH:10]=1.OC1C2N=NNC=2C=CC=1.[NH:24]1[CH2:29][CH2:28][O:27][CH2:26][CH2:25]1.Cl.CN(C)CCCN=C=NCC. The catalyst is C(#N)C.C(OCC)(=O)C.O. The product is [Cl:1][C:2]1[C:3]([C:11]([N:24]2[CH2:29][CH2:28][O:27][CH2:26][CH2:25]2)=[O:13])=[CH:4][C:5]2[O:9][CH2:8][O:7][C:6]=2[CH:10]=1. The yield is 0.800. (7) The reactants are [Br:1][C:2]1[CH:3]=[C:4]2[C:8](=[CH:9][CH:10]=1)[NH:7][C:6](=[O:11])[C:5]2([OH:13])[CH3:12].[CH3:14]C(C)([O-])C.[K+].COS(C1C=CC(C)=CC=1)(=O)=O.[Cl-].[NH4+]. The catalyst is CN(C=O)C. The product is [Br:1][C:2]1[CH:3]=[C:4]2[C:8](=[CH:9][CH:10]=1)[NH:7][C:6](=[O:11])[C:5]2([O:13][CH3:14])[CH3:12]. The yield is 0.530.